From a dataset of Catalyst prediction with 721,799 reactions and 888 catalyst types from USPTO. Predict which catalyst facilitates the given reaction. (1) Reactant: [Si]([O:8][C@H:9]1[CH:13]2[O:14][CH2:15][C@@H:16]([O:17][C:18]3[NH:19][C:20]4[C:21]([N:39]=3)=[N:22][C:23]([C:27]3[S:28][C:29]5[CH:34]=[CH:33][N:32]=[C:31]([CH:35]6[CH2:37][CH2:36]6)[C:30]=5[N:38]=3)=[C:24]([Cl:26])[CH:25]=4)[CH:12]2[O:11][CH2:10]1)(C(C)(C)C)(C)C.CCCC[N+](CCCC)(CCCC)CCCC.[F-]. Product: [Cl:26][C:24]1[CH:25]=[C:20]2[NH:19][C:18]([O:17][C@H:16]3[C@H:12]4[O:11][CH2:10][C@@H:9]([OH:8])[C@H:13]4[O:14][CH2:15]3)=[N:39][C:21]2=[N:22][C:23]=1[C:27]1[S:28][C:29]2[CH:34]=[CH:33][N:32]=[C:31]([CH:35]3[CH2:37][CH2:36]3)[C:30]=2[N:38]=1. The catalyst class is: 1. (2) Reactant: C(OC([N:11]1[C@H:15]([C:16]([N:18]2[CH2:23][CH2:22][N:21]([C:24]3[CH:29]=[C:28]([CH3:30])[CH:27]=[CH:26][C:25]=3[CH3:31])[CH2:20][CH2:19]2)=[O:17])[CH2:14][N:13]([S:32]([C:35]2[CH:40]=[CH:39][CH:38]=[CH:37][CH:36]=2)(=[O:34])=[O:33])[C:12]1=[O:41])=O)C1C=CC=CC=1. Product: [C:35]1([S:32]([N:13]2[CH2:14][C@@H:15]([C:16]([N:18]3[CH2:19][CH2:20][N:21]([C:24]4[CH:29]=[C:28]([CH3:30])[CH:27]=[CH:26][C:25]=4[CH3:31])[CH2:22][CH2:23]3)=[O:17])[NH:11][C:12]2=[O:41])(=[O:34])=[O:33])[CH:40]=[CH:39][CH:38]=[CH:37][CH:36]=1. The catalyst class is: 78. (3) Reactant: [NH2:1][C:2]1[C:3]([F:21])=[C:4]([C:9]([C:11]2[C:19]3[C:14](=[N:15][CH:16]=[C:17]([I:20])[CH:18]=3)[NH:13][CH:12]=2)=[O:10])[C:5]([F:8])=[CH:6][CH:7]=1.[N:22]1([S:27](Cl)(=[O:29])=[O:28])[CH2:26][CH2:25][CH2:24][CH2:23]1.[NH4+].[Cl-]. Product: [F:21][C:3]1[C:4]([C:9]([C:11]2[C:19]3[C:14](=[N:15][CH:16]=[C:17]([I:20])[CH:18]=3)[NH:13][CH:12]=2)=[O:10])=[C:5]([F:8])[CH:6]=[CH:7][C:2]=1[NH:1][S:27]([N:22]1[CH2:26][CH2:25][CH2:24][CH2:23]1)(=[O:29])=[O:28]. The catalyst class is: 17. (4) Product: [CH2:1]([NH:8][C:9]1[C:18]2[C:17]([CH3:19])=[N:16][CH:15]=[N:14][C:13]=2[N:12]([OH:20])[C:11](=[O:28])[CH:10]=1)[C:2]1[CH:7]=[CH:6][CH:5]=[CH:4][CH:3]=1. Reactant: [CH2:1]([NH:8][C:9]1[C:18]2[C:17]([CH3:19])=[N:16][CH:15]=[N:14][C:13]=2[N:12]([O:20]CC2C=CC=CC=2)[C:11](=[O:28])[CH:10]=1)[C:2]1[CH:7]=[CH:6][CH:5]=[CH:4][CH:3]=1.[H][H]. The catalyst class is: 352. (5) Reactant: [CH3:1][O:2][C:3]1[CH:8]=[CH:7][C:6]([NH:9][C:10]2[N:11]=[N:12][C:13]([CH:16]([NH:18][C:19]([CH:21]3[CH2:23][CH2:22]3)=O)[CH3:17])=[CH:14][N:15]=2)=[CH:5][CH:4]=1.P(Cl)(Cl)(Cl)=O. Product: [CH:21]1([C:19]2[N:12]3[C:13]([CH:14]=[N:15][C:10]([NH:9][C:6]4[CH:7]=[CH:8][C:3]([O:2][CH3:1])=[CH:4][CH:5]=4)=[N:11]3)=[C:16]([CH3:17])[N:18]=2)[CH2:23][CH2:22]1. The catalyst class is: 26. (6) Reactant: CCOC(C)=O.[OH:7][N:8]=[CH:9][C@@H:10]1[CH2:14][CH2:13][CH2:12][N:11]1[C:15]([O:17][C:18]([CH3:21])([CH3:20])[CH3:19])=[O:16].CN1C(=O)CCC1.C1C(=O)N([Cl:36])C(=O)C1. Product: [Cl:36][C:9](=[N:8][OH:7])[C@@H:10]1[CH2:14][CH2:13][CH2:12][N:11]1[C:15]([O:17][C:18]([CH3:21])([CH3:20])[CH3:19])=[O:16]. The catalyst class is: 6. (7) Reactant: [CH3:1][O:2][CH2:3][C:4]1[CH2:8][CH2:7][C:6](=[O:9])[C:5]=1[CH2:10][CH2:11][CH2:12][CH2:13][CH3:14]. Product: [CH3:1][O:2][CH2:3][CH:4]1[CH2:8][CH2:7][C:6](=[O:9])[CH:5]1[CH2:10][CH2:11][CH2:12][CH2:13][CH3:14]. The catalyst class is: 45.